This data is from hERG Central: cardiac toxicity at 1µM, 10µM, and general inhibition. The task is: Predict hERG channel inhibition at various concentrations. The drug is CC(C)Cn1c(-c2ccco2)nc2c(c(=O)c3ccccc3n2C)c1=O. Results: hERG_inhib (hERG inhibition (general)): blocker.